Dataset: Catalyst prediction with 721,799 reactions and 888 catalyst types from USPTO. Task: Predict which catalyst facilitates the given reaction. Reactant: [CH:1]([C:4]1[CH:5]=[N:6][C:7]2[C:12]([C:13]=1[C:14]1[CH:15]=[C:16]([OH:20])[CH:17]=[CH:18][CH:19]=1)=[CH:11][CH:10]=[CH:9][C:8]=2[C:21]([F:24])([F:23])[F:22])([CH3:3])[CH3:2].CN1CCOCC1.[CH3:32][S:33]([C:36]1[CH:37]=[C:38]([CH:42]=[CH:43][CH:44]=1)[C:39](Cl)=[O:40])(=[O:35])=[O:34].C([O-])(O)=O.[Na+]. Product: [CH3:32][S:33]([C:36]1[CH:37]=[C:38]([CH:42]=[CH:43][CH:44]=1)[C:39]([O:20][C:16]1[CH:17]=[CH:18][CH:19]=[C:14]([C:13]2[C:12]3[C:7](=[C:8]([C:21]([F:24])([F:22])[F:23])[CH:9]=[CH:10][CH:11]=3)[N:6]=[CH:5][C:4]=2[CH:1]([CH3:3])[CH3:2])[CH:15]=1)=[O:40])(=[O:34])=[O:35]. The catalyst class is: 2.